This data is from Forward reaction prediction with 1.9M reactions from USPTO patents (1976-2016). The task is: Predict the product of the given reaction. (1) Given the reactants [C:1]([O:5][C:6]([NH:8][C:9]1[S:10][CH:11]=[CH:12][C:13]=1[C:14]([O:16][CH3:17])=[O:15])=[O:7])([CH3:4])([CH3:3])[CH3:2].[Br:18]N1C(=O)CCC1=O.C(Cl)(Cl)Cl, predict the reaction product. The product is: [C:1]([O:5][C:6]([NH:8][C:9]1[S:10][C:11]([Br:18])=[CH:12][C:13]=1[C:14]([O:16][CH3:17])=[O:15])=[O:7])([CH3:4])([CH3:3])[CH3:2]. (2) Given the reactants [H-].[Na+].C(OP([CH:11]([CH3:17])[C:12]([O:14][CH2:15][CH3:16])=[O:13])(OCC)=O)C.[Br:18][C:19]1[CH:20]=[CH:21][C:22]([N:27]2[CH2:31][CH2:30][CH:29]([O:32][CH3:33])[CH2:28]2)=[C:23]([CH:26]=1)[CH:24]=O.O, predict the reaction product. The product is: [Br:18][C:19]1[CH:20]=[CH:21][C:22]([N:27]2[CH2:31][CH2:30][CH:29]([O:32][CH3:33])[CH2:28]2)=[C:23](/[CH:24]=[C:11](\[CH3:17])/[C:12]([O:14][CH2:15][CH3:16])=[O:13])[CH:26]=1. (3) Given the reactants [Br:1][C:2]1[CH:7]=[CH:6][C:5]([S:8](Cl)(=[O:10])=[O:9])=[CH:4][CH:3]=1.[NH2:12][C:13]1[CH:14]=[N:15][N:16]([CH3:19])[C:17]=1[CH3:18], predict the reaction product. The product is: [Br:1][C:2]1[CH:7]=[CH:6][C:5]([S:8]([NH:12][C:13]2[CH:14]=[N:15][N:16]([CH3:19])[C:17]=2[CH3:18])(=[O:10])=[O:9])=[CH:4][CH:3]=1. (4) Given the reactants O([C:3](C)(C)C)[K].[Br:7][C:8]1[CH:13]=[CH:12][C:11]([NH2:14])=[C:10]([C:15]#[C:16][CH2:17][CH2:18][N:19]2[CH2:23][CH2:22][CH2:21][CH:20]2[CH3:24])[CH:9]=1, predict the reaction product. The product is: [Br:7][C:8]1[CH:9]=[C:10]2[C:11](=[CH:12][CH:13]=1)[N:14]([CH3:3])[C:16]([CH2:17][CH2:18][N:19]1[CH2:23][CH2:22][CH2:21][CH:20]1[CH3:24])=[CH:15]2. (5) Given the reactants [Cl:1][C:2]1[C:21](I)=[CH:20][C:5]([C:6]([NH:8][C:9]2[CH:14]=[CH:13][C:12]([O:15][C:16]([F:19])([F:18])[F:17])=[CH:11][CH:10]=2)=[O:7])=[CH:4][N:3]=1.[F:23][C:24]1[CH:25]=[N:26][CH:27]=[C:28](B2OC(C)(C)C(C)(C)O2)[CH:29]=1.CCCCCC, predict the reaction product. The product is: [Cl:1][C:2]1[C:21]([C:28]2[CH:27]=[N:26][CH:25]=[C:24]([F:23])[CH:29]=2)=[CH:20][C:5]([C:6]([NH:8][C:9]2[CH:14]=[CH:13][C:12]([O:15][C:16]([F:19])([F:18])[F:17])=[CH:11][CH:10]=2)=[O:7])=[CH:4][N:3]=1. (6) Given the reactants [CH3:1][O:2][C:3]1[C:8]([O:9][CH3:10])=[C:7]([O:11][CH3:12])[CH:6]=[CH:5][C:4]=1[CH2:13][C:14]#N.[BH4-].[Na+].[CH3:18][CH2:19][CH2:20][CH2:18][CH2:19][CH3:20].CC[O:26]C(C)=[O:26].O, predict the reaction product. The product is: [CH3:1][O:2][C:3]1[C:8]([O:9][CH3:10])=[C:7]([O:11][CH3:12])[CH:6]=[CH:5][C:4]=1[CH2:13][CH:14]([OH:26])[CH2:18][CH:19]=[CH2:20].